Dataset: Reaction yield outcomes from USPTO patents with 853,638 reactions. Task: Predict the reaction yield, written as a fraction of the theoretical maximum amount of product (1.0 means a 100% yield; for example, 0.34 means a 34% yield). (1) The reactants are C(OC([N:8]1[CH2:13][CH2:12][CH:11]([S:14]([CH2:17][C:18]2[CH:23]=[CH:22][CH:21]=[CH:20][C:19]=2[F:24])(=[O:16])=[O:15])[CH2:10][CH2:9]1)=O)(C)(C)C.[ClH:25].C(OCC)(=O)C. The catalyst is C(OCC)(=O)C. The product is [ClH:25].[F:24][C:19]1[CH:20]=[CH:21][CH:22]=[CH:23][C:18]=1[CH2:17][S:14]([CH:11]1[CH2:10][CH2:9][NH:8][CH2:13][CH2:12]1)(=[O:15])=[O:16]. The yield is 0.910. (2) The reactants are [H-].[Na+].[NH:3]1[C:11]2[C:6](=[CH:7][CH:8]=[CH:9][CH:10]=2)[CH:5]=[C:4]1[CH:12]=O.[CH2:14]1COCC1. No catalyst specified. The product is [CH:12]([C:4]1[NH:3][C:11]2[C:6]([CH:5]=1)=[CH:7][CH:8]=[CH:9][CH:10]=2)=[CH2:14]. The yield is 0.830. (3) The reactants are [NH2:1][CH2:2][C:3]([OH:5])=O.C(N(CC)CC)C.[F:13][C:14]1[CH:19]=[CH:18][C:17]([N:20]=[C:21]=[O:22])=[CH:16][CH:15]=1. The catalyst is ClCCl. The product is [F:13][C:14]1[CH:19]=[CH:18][C:17]([N:20]2[C:3](=[O:5])[CH2:2][NH:1][C:21]2=[O:22])=[CH:16][CH:15]=1. The yield is 0.0600. (4) The reactants are [CH3:1][O:2][C:3]1[CH:11]=[C:10]2[C:6]([C:7]([CH:12]([CH2:16][CH3:17])[C:13]([OH:15])=[O:14])=[CH:8][CH2:9]2)=[CH:5][CH:4]=1.C(N(CC)CC)C. The catalyst is CCO.C1COCC1. The product is [CH3:1][O:2][C:3]1[CH:11]=[C:10]2[C:6](=[CH:5][CH:4]=1)[C@H:7]([C@H:12]([CH2:16][CH3:17])[C:13]([OH:15])=[O:14])[CH2:8][CH2:9]2. The yield is 0.950.